This data is from Full USPTO retrosynthesis dataset with 1.9M reactions from patents (1976-2016). The task is: Predict the reactants needed to synthesize the given product. (1) Given the product [Cl:9][C:4]1[CH:3]=[C:2]([CH:7]=[C:6]([F:8])[CH:5]=1)[C:13]#[N:14], predict the reactants needed to synthesize it. The reactants are: Br[C:2]1[CH:7]=[C:6]([F:8])[CH:5]=[C:4]([Cl:9])[CH:3]=1.ClCCl.[CH3:13][N:14](C)C=O. (2) Given the product [CH2:8]([O:7][C:5]([CH:4]1[CH2:3][CH2:2][N:1]([S:25]([C:22]2[CH:23]=[CH:24][C:19]([CH3:29])=[CH:20][CH:21]=2)(=[O:27])=[O:26])[CH2:11][CH2:10]1)=[O:6])[CH3:9], predict the reactants needed to synthesize it. The reactants are: [NH:1]1[CH2:11][CH2:10][CH:4]([C:5]([O:7][CH2:8][CH3:9])=[O:6])[CH2:3][CH2:2]1.CCN(CC)CC.[C:19]1([CH3:29])[CH:24]=[CH:23][C:22]([S:25](Cl)(=[O:27])=[O:26])=[CH:21][CH:20]=1. (3) Given the product [C:19]([C:18]1[CH:22]=[C:23]([F:26])[CH:24]=[CH:25][C:17]=1[NH:16][C:13](=[O:14])/[CH:12]=[CH:11]/[C:2]1[CH:3]=[CH:4][C:5]2[C:10](=[CH:9][CH:8]=[CH:7][CH:6]=2)[CH:1]=1)([OH:21])=[O:20], predict the reactants needed to synthesize it. The reactants are: [CH:1]1[C:10]2[C:5](=[CH:6][CH:7]=[CH:8][CH:9]=2)[CH:4]=[CH:3][C:2]=1/[CH:11]=[CH:12]/[C:13](Cl)=[O:14].[NH2:16][C:17]1[CH:25]=[CH:24][C:23]([F:26])=[CH:22][C:18]=1[C:19]([OH:21])=[O:20].C(N(CC)CC)C. (4) Given the product [CH3:9][C:10]1([CH3:17])[C:14]([CH3:16])([CH3:15])[O:13][B:12](/[CH:5]=[CH:4]/[CH2:3][CH2:2][C:1]([O:7][CH3:8])=[O:6])[O:11]1, predict the reactants needed to synthesize it. The reactants are: [C:1]([O:7][CH3:8])(=[O:6])[CH2:2][CH2:3][C:4]#[CH:5].[CH3:9][C:10]1([CH3:17])[C:14]([CH3:16])([CH3:15])[O:13][BH:12][O:11]1.C(N(CC)CC)C. (5) Given the product [C:20]([O:19][CH2:18][C:4]1([CH2:13][CH2:14][CH:15]([CH3:16])[CH3:17])[C:5]2[C:10](=[CH:9][CH:8]=[CH:7][CH:6]=2)[CH2:11][CH:12]=[C:3]1[O:2][CH3:1])(=[O:22])[CH3:21], predict the reactants needed to synthesize it. The reactants are: [CH3:1][O:2][C:3]1[C:4]([CH2:18][OH:19])([CH2:13][CH2:14][CH:15]([CH3:17])[CH3:16])[C:5]2[C:10]([CH2:11][CH:12]=1)=[CH:9][CH:8]=[CH:7][CH:6]=2.[C:20](OC(=O)C)(=[O:22])[CH3:21].N1C=CC=CC=1. (6) Given the product [C:1]([C:3]1[CH:8]=[CH:7][CH:6]=[CH:5][C:4]=1[O:9][CH2:11][C:12]([O:14][C:15]([CH3:18])([CH3:17])[CH3:16])=[O:13])#[N:2], predict the reactants needed to synthesize it. The reactants are: [C:1]([C:3]1[CH:8]=[CH:7][CH:6]=[CH:5][C:4]=1[OH:9])#[N:2].Br[CH2:11][C:12]([O:14][C:15]([CH3:18])([CH3:17])[CH3:16])=[O:13].C(=O)([O-])[O-].[K+].[K+].